Dataset: Reaction yield outcomes from USPTO patents with 853,638 reactions. Task: Predict the reaction yield, written as a fraction of the theoretical maximum amount of product (1.0 means a 100% yield; for example, 0.34 means a 34% yield). (1) The reactants are Br[CH2:2][C:3]([C:5]1[C:10]([CH3:11])=[CH:9][C:8]([S:12]([C:15]2[CH:20]=[CH:19][C:18]([O:21][CH3:22])=[CH:17][CH:16]=2)(=[O:14])=[O:13])=[CH:7][C:6]=1[CH3:23])=O.[NH2:24][C:25]([NH2:27])=[S:26]. The catalyst is CCO. The product is [CH3:22][O:21][C:18]1[CH:19]=[CH:20][C:15]([S:12]([C:8]2[CH:9]=[C:10]([CH3:11])[C:5]([C:3]3[N:24]=[C:25]([NH2:27])[S:26][CH:2]=3)=[C:6]([CH3:23])[CH:7]=2)(=[O:14])=[O:13])=[CH:16][CH:17]=1. The yield is 0.650. (2) The yield is 0.810. The catalyst is Cl.C(OCC)(=O)C. The product is [F:22][C:10]1[C:9]([OH:8])=[CH:14][CH:13]=[C:12]([N+:15]([O-:17])=[O:16])[C:11]=1[CH2:18][C:19](=[O:21])[CH3:20]. The reactants are C([O:8][C:9]1[C:10]([F:22])=[C:11]([CH2:18][C:19](=[O:21])[CH3:20])[C:12]([N+:15]([O-:17])=[O:16])=[CH:13][CH:14]=1)C1C=CC=CC=1.[Cl-].[NH+]1C=CC=CC=1. (3) The reactants are [C:1]([C:5]1[CH:6]=[C:7]([NH:18][C:19]([NH:21][C@@H:22]2[C:31]3[C:26](=[CH:27][CH:28]=[CH:29][CH:30]=3)[C@H:25]([O:32][C:33]3[CH:34]=[CH:35][C:36]4[N:37]([C:39]([C@@H:42]5[CH2:46][CH2:45][CH2:44][N:43]5[CH3:47])=[N:40][N:41]=4)[CH:38]=3)[CH2:24][CH2:23]2)=[O:20])[N:8]([C:10]2[CH:15]=[CH:14][CH:13]=[C:12]([CH2:16][OH:17])[CH:11]=2)[N:9]=1)([CH3:4])([CH3:3])[CH3:2].CCN(C(C)C)C(C)C.[CH3:57][S:58](Cl)(=[O:60])=[O:59]. The catalyst is C(Cl)Cl. The product is [C:1]([C:5]1[CH:6]=[C:7]([NH:18][C:19]([NH:21][C@@H:22]2[C:31]3[C:26](=[CH:27][CH:28]=[CH:29][CH:30]=3)[C@H:25]([O:32][C:33]3[CH:34]=[CH:35][C:36]4[N:37]([C:39]([C@@H:42]5[CH2:46][CH2:45][CH2:44][N:43]5[CH3:47])=[N:40][N:41]=4)[CH:38]=3)[CH2:24][CH2:23]2)=[O:20])[N:8]([C:10]2[CH:11]=[C:12]([CH:13]=[CH:14][CH:15]=2)[CH2:16][O:17][S:58]([CH3:57])(=[O:60])=[O:59])[N:9]=1)([CH3:4])([CH3:2])[CH3:3]. The yield is 0.920. (4) The reactants are [CH3:1][C:2]([CH3:39])([C:6](=[O:38])[C:7]1[C:15]2[C:10](=[N:11][CH:12]=[C:13]([C:16]3[CH:21]=[C:20]([O:22][CH3:23])[C:19]([O:24][CH3:25])=[C:18]([O:26][CH3:27])[CH:17]=3)[N:14]=2)[N:9]([Si](C(C)C)(C(C)C)C(C)C)[CH:8]=1)[CH2:3][C:4]#[N:5].FC(F)(F)C(O)=O. The catalyst is ClCCl. The product is [CH3:1][C:2]([CH3:39])([C:6](=[O:38])[C:7]1[C:15]2[C:10](=[N:11][CH:12]=[C:13]([C:16]3[CH:17]=[C:18]([O:26][CH3:27])[C:19]([O:24][CH3:25])=[C:20]([O:22][CH3:23])[CH:21]=3)[N:14]=2)[NH:9][CH:8]=1)[CH2:3][C:4]#[N:5]. The yield is 0.0900. (5) The reactants are C(OC(=O)[NH:7][CH2:8][C:9]1[CH:14]=[CH:13][C:12]([NH:15][S:16]([CH3:19])(=[O:18])=[O:17])=[CH:11][CH:10]=1)(C)(C)C.[F:21][C:22]([F:27])([F:26])[C:23]([OH:25])=[O:24]. The catalyst is ClCCl. The product is [F:21][C:22]([F:27])([F:26])[C:23]([O-:25])=[O:24].[CH3:19][S:16]([NH:15][C:12]1[CH:13]=[CH:14][C:9]([CH2:8][NH3+:7])=[CH:10][CH:11]=1)(=[O:18])=[O:17]. The yield is 0.800. (6) The reactants are [F:1][C:2]1[CH:7]=[CH:6][C:5]([C:8]2[S:12][CH:11]=[N:10][CH:9]=2)=[CH:4][CH:3]=1.[Li]CCCC.CN([CH:21]=[O:22])C. The catalyst is C1COCC1. The product is [F:1][C:2]1[CH:3]=[CH:4][C:5]([C:8]2[S:12][C:11]([CH:21]=[O:22])=[N:10][CH:9]=2)=[CH:6][CH:7]=1. The yield is 0.690. (7) The product is [C:1]([C:5]1[S:9]/[C:8](=[N:10]\[C:11](=[O:21])[C:12]2[CH:17]=[C:16]([Cl:18])[CH:15]=[CH:14][C:13]=2[O:19][CH3:20])/[N:7]([CH2:25][C:26]2[CH:30]=[C:29]([CH3:31])[O:28][N:27]=2)[CH:6]=1)([CH3:4])([CH3:2])[CH3:3]. The yield is 0.370. The reactants are [C:1]([C:5]1[S:9][C:8]([NH:10][C:11](=[O:21])[C:12]2[CH:17]=[C:16]([Cl:18])[CH:15]=[CH:14][C:13]=2[O:19][CH3:20])=[N:7][CH:6]=1)([CH3:4])([CH3:3])[CH3:2].[H-].[Na+].Cl[CH2:25][C:26]1[CH:30]=[C:29]([CH3:31])[O:28][N:27]=1. The catalyst is CN(C=O)C.[Cl-].[Na+].O. (8) The reactants are Cl.[CH2:2]([O:9][C:10](=[O:16])[C@H:11]1[CH2:15][CH2:14][CH2:13][NH:12]1)[C:3]1[CH:8]=[CH:7][CH:6]=[CH:5][CH:4]=1.[N:17]1[C:22]([C:23]([OH:25])=O)=[CH:21][CH:20]=[CH:19][C:18]=1[C:26]([OH:28])=O. The catalyst is CCOC(C)=O. The product is [CH2:2]([O:9][C:10]([C@H:11]1[CH2:15][CH2:14][CH2:13][N:12]1[C:23]([C:22]1[CH:21]=[CH:20][CH:19]=[C:18]([C:26]([N:12]2[CH2:13][CH2:14][CH2:15][C@@H:11]2[C:10]([O:9][CH2:2][C:3]2[CH:8]=[CH:7][CH:6]=[CH:5][CH:4]=2)=[O:16])=[O:28])[N:17]=1)=[O:25])=[O:16])[C:3]1[CH:4]=[CH:5][CH:6]=[CH:7][CH:8]=1. The yield is 0.770.